Dataset: Full USPTO retrosynthesis dataset with 1.9M reactions from patents (1976-2016). Task: Predict the reactants needed to synthesize the given product. (1) Given the product [NH:27]([C:14]([C:13]1[CH:18]=[CH:19][C:10]([NH:9][C:7]([C:4]2[CH:5]=[CH:6][C:1]([C:20]3[CH:25]=[CH:24][CH:23]=[CH:22][CH:21]=3)=[CH:2][CH:3]=2)=[O:8])=[CH:11][CH:12]=1)=[O:15])[NH2:28], predict the reactants needed to synthesize it. The reactants are: [C:1]1([C:20]2[CH:25]=[CH:24][CH:23]=[CH:22][CH:21]=2)[CH:6]=[CH:5][C:4]([C:7]([NH:9][C:10]2[CH:19]=[CH:18][C:13]([C:14](OC)=[O:15])=[CH:12][CH:11]=2)=[O:8])=[CH:3][CH:2]=1.O.[NH2:27][NH2:28]. (2) Given the product [CH3:1][N:2]1[C:6]2[CH:7]=[CH:8][C:9]([N:11]3[CH:16]=[C:15]([C:17]([O:19][CH2:20][CH3:21])=[O:18])[C:14](=[O:22])[N:13]([C@H:36]4[C:37]5[C:33](=[C:32]([C:31]([F:30])([F:42])[F:43])[CH:40]=[CH:39][CH:38]=5)[CH2:34][CH2:35]4)[C:12]3=[O:23])=[CH:10][C:5]=2[N:4]([CH2:24][C:25]([F:26])([F:27])[F:28])[C:3]1=[O:29], predict the reactants needed to synthesize it. The reactants are: [CH3:1][N:2]1[C:6]2[CH:7]=[CH:8][C:9]([N:11]3[CH:16]=[C:15]([C:17]([O:19][CH2:20][CH3:21])=[O:18])[C:14](=[O:22])[NH:13][C:12]3=[O:23])=[CH:10][C:5]=2[N:4]([CH2:24][C:25]([F:28])([F:27])[F:26])[C:3]1=[O:29].[F:30][C:31]([F:43])([F:42])[C:32]1[CH:40]=[CH:39][CH:38]=[C:37]2[C:33]=1[CH2:34][CH2:35][C@@H:36]2O.C1(P(C2C=CC=CC=2)C2C=CC=CC=2)C=CC=CC=1.N(C(OC(C)C)=O)=NC(OC(C)C)=O.Cl. (3) Given the product [CH2:1]([N:5]1[C:14]2[C:9](=[CH:10][CH:11]=[C:12]([C:15]([O:17][CH3:18])=[O:16])[CH:13]=2)[N:8]([C:19]([O:21][C:22]([CH3:23])([CH3:25])[CH3:24])=[O:20])[CH2:7][CH2:6]1)[CH2:2][CH2:3][CH3:4], predict the reactants needed to synthesize it. The reactants are: [CH2:1]([N:5]1[C:14]2[C:9](=[CH:10][CH:11]=[C:12]([C:15]([O:17][CH3:18])=[O:16])[CH:13]=2)[N:8]([C:19]([O:21][C:22]([CH3:25])([CH3:24])[CH3:23])=[O:20])[CH2:7][C:6]1=O)[CH2:2][CH2:3][CH3:4].C12CCCC(CCC1)B12[H]B2(C3CCCC2CCC3)[H]1.C(CN)O. (4) Given the product [C:1]([C:4]1[C:9]([C:10]2[CH:15]=[CH:14][CH:13]=[CH:12][CH:11]=2)=[N:8][N:7]([CH2:16][CH3:17])[C:6](=[O:18])[C:5]=1[NH:19][C:23]1[CH:24]=[C:25]([O:33][CH3:34])[CH:26]=[C:27]2[C:32]=1[N:31]=[CH:30][CH:29]=[CH:28]2)(=[O:3])[CH3:2], predict the reactants needed to synthesize it. The reactants are: [C:1]([C:4]1[C:9]([C:10]2[CH:15]=[CH:14][CH:13]=[CH:12][CH:11]=2)=[N:8][N:7]([CH2:16][CH3:17])[C:6](=[O:18])[C:5]=1[N+:19]([O-])=O)(=[O:3])[CH3:2].N[C:23]1[CH:24]=[C:25]([O:33][CH3:34])[CH:26]=[C:27]2[C:32]=1[N:31]=[CH:30][CH:29]=[CH:28]2. (5) Given the product [NH:14]1[CH:18]=[CH:17][N:16]=[C:15]1[CH:62]([C:59]1[N:50]2[C:49]([C:48](=[C:45]3[CH2:44][CH2:43][N:42]([CH2:41][CH2:40][C:37]4[CH:38]=[CH:39][C:34]([O:33][CH2:32][C:23]5[CH:24]=[CH:25][C:26]6[C:31](=[CH:30][CH:29]=[CH:28][CH:27]=6)[N:22]=5)=[CH:35][CH:36]=4)[CH2:47][CH2:46]3)[C:54]3[CH:55]=[CH:56][CH:57]=[CH:58][C:53]=3[CH2:52][CH2:51]2)=[N:61][CH:60]=1)[OH:63], predict the reactants needed to synthesize it. The reactants are: CC(O)CNCC(O)C.C(OC(OCC)[N:14]1[CH:18]=[CH:17][N:16]=[CH:15]1)C.[N:22]1[C:31]2[C:26](=[CH:27][CH:28]=[CH:29][CH:30]=2)[CH:25]=[CH:24][C:23]=1[CH2:32][O:33][C:34]1[CH:39]=[CH:38][C:37]([CH2:40][CH2:41][N:42]2[CH2:47][CH2:46][C:45](=[C:48]3[C:54]4[CH:55]=[CH:56][CH:57]=[CH:58][C:53]=4[CH2:52][CH2:51][N:50]4[C:59]([CH:62]=[O:63])=[CH:60][N:61]=[C:49]34)[CH2:44][CH2:43]2)=[CH:36][CH:35]=1.C([O-])([O-])=O.[K+].[K+]. (6) The reactants are: [Cl:1][C:2]1[C:7]([Cl:8])=[C:6]([Cl:9])[N:5]=[C:4]([C:10](OC)=[O:11])[CH:3]=1.S(=O)(=O)(O)O.[CH3:19][CH:20]([OH:22])[CH3:21]. Given the product [Cl:1][C:2]1[C:7]([Cl:8])=[C:6]([Cl:9])[N:5]=[C:4]([C:10]([O:22][CH:20]([CH3:21])[CH3:19])=[O:11])[CH:3]=1, predict the reactants needed to synthesize it.